From a dataset of Full USPTO retrosynthesis dataset with 1.9M reactions from patents (1976-2016). Predict the reactants needed to synthesize the given product. Given the product [CH3:34][O:35][CH2:36][C:37]([O:32][C@:16]1([CH2:15][CH2:14][N:13]([CH2:12][CH2:11][CH2:10][C:2]2[NH:3][C:4]3[CH:9]=[CH:8][CH:7]=[CH:6][C:5]=3[N:1]=2)[CH3:33])[CH2:25][C:24]([F:27])([F:26])[C:23]2[C:18](=[CH:19][CH:20]=[C:21]([F:28])[CH:22]=2)[C@@H:17]1[CH:29]([CH3:31])[CH3:30])=[O:38], predict the reactants needed to synthesize it. The reactants are: [NH:1]1[C:5]2[CH:6]=[CH:7][CH:8]=[CH:9][C:4]=2[N:3]=[C:2]1[CH2:10][CH2:11][CH2:12][N:13]([CH3:33])[CH2:14][CH2:15][C@@:16]1([OH:32])[CH2:25][C:24]([F:27])([F:26])[C:23]2[C:18](=[CH:19][CH:20]=[C:21]([F:28])[CH:22]=2)[C@@H:17]1[CH:29]([CH3:31])[CH3:30].[CH3:34][O:35][CH2:36][C:37](OC1C([2H])([2H])C([2H])([2H])C2C(=CC=C(F)C=2)C1C(C)C)=[O:38].